This data is from CYP1A2 inhibition data for predicting drug metabolism from PubChem BioAssay. The task is: Regression/Classification. Given a drug SMILES string, predict its absorption, distribution, metabolism, or excretion properties. Task type varies by dataset: regression for continuous measurements (e.g., permeability, clearance, half-life) or binary classification for categorical outcomes (e.g., BBB penetration, CYP inhibition). Dataset: cyp1a2_veith. (1) The drug is CN(C)[C@H]1C(=O)C(C(=O)NCN2CCCC2)=C(O)[C@]2(O)C(=O)C3=C(O)c4c(O)cccc4[C@](C)(O)[C@H]3C[C@H]12. The result is 0 (non-inhibitor). (2) The drug is CCOC(=O)CSc1n[nH]c(-c2cccnc2)n1. The result is 1 (inhibitor). (3) The molecule is COC(=O)c1[nH]c2ccc(Br)cc2c1NC(=O)CN1CCCc2ccccc21. The result is 1 (inhibitor). (4) The molecule is O=[N+]([O-])c1cc(F)c(N2CCOCC2)cc1N1CCCCC1. The result is 1 (inhibitor). (5) The compound is COc1ccc([N+](=O)[O-])cc1COc1ccc2c(-c3ccccc3)cc(=O)oc2c1. The result is 0 (non-inhibitor). (6) The molecule is CC(C)(C)[Si](C)(C)c1c2c(nc3ccc(OCc4ccccc4)cc13)-c1cccc(=O)n1C2. The result is 1 (inhibitor).